This data is from CYP3A4 inhibition data for predicting drug metabolism from PubChem BioAssay. The task is: Regression/Classification. Given a drug SMILES string, predict its absorption, distribution, metabolism, or excretion properties. Task type varies by dataset: regression for continuous measurements (e.g., permeability, clearance, half-life) or binary classification for categorical outcomes (e.g., BBB penetration, CYP inhibition). Dataset: cyp3a4_veith. (1) The compound is C[C@@]1(CCOCc2ccccc2)NC(=O)NC1=O. The result is 0 (non-inhibitor). (2) The compound is CC(=O)c1cn(CCNc2ncc(C(F)(F)F)cc2Cl)c(=O)[nH]c1=O. The result is 0 (non-inhibitor). (3) The result is 1 (inhibitor). The drug is CC(C)(C)NC(=O)Cn1nnc(-c2ccccc2NC(=O)c2cnccn2)n1. (4) The drug is COC(=O)[C@@H]1C[C@H]1[C@@H](NS(=O)(=O)c1ccc2ccccc2c1)c1ccccc1. The result is 1 (inhibitor).